The task is: Predict the product of the given reaction.. This data is from Forward reaction prediction with 1.9M reactions from USPTO patents (1976-2016). Given the reactants [CH3:1][S:2](Cl)(=[O:4])=[O:3].[NH2:6][CH:7]([C:29]1[CH:34]=[CH:33][CH:32]=[C:31]([C:35]2[NH:39][N:38]=[N:37][N:36]=2)[CH:30]=1)[C:8]1[CH:28]=[CH:27][C:11]([CH2:12][O:13][C:14]2[CH:19]=[CH:18][C:17]([C:20](=[O:22])[CH3:21])=[C:16]([OH:23])[C:15]=2[CH2:24][CH2:25][CH3:26])=[CH:10][CH:9]=1, predict the reaction product. The product is: [C:20]([C:17]1[CH:18]=[CH:19][C:14]([O:13][CH2:12][C:11]2[CH:10]=[CH:9][C:8]([CH:7]([C:29]3[CH:34]=[CH:33][CH:32]=[C:31]([C:35]4[NH:39][N:38]=[N:37][N:36]=4)[CH:30]=3)[NH:6][S:2]([CH3:1])(=[O:4])=[O:3])=[CH:28][CH:27]=2)=[C:15]([CH2:24][CH2:25][CH3:26])[C:16]=1[OH:23])(=[O:22])[CH3:21].